Dataset: Full USPTO retrosynthesis dataset with 1.9M reactions from patents (1976-2016). Task: Predict the reactants needed to synthesize the given product. (1) Given the product [C:6]([O:10][C:11](=[O:40])[N:12]([CH:27]1[CH2:28][CH2:29][N:30]([CH2:33][C:34]2[CH:35]=[CH:36][CH:37]=[CH:38][CH:39]=2)[CH2:31][CH2:32]1)[CH2:13][C:14]1[N:15]=[C:16]([CH:44]=[O:45])[N:17]([CH2:19][O:20][CH2:21][CH2:22][Si:23]([CH3:26])([CH3:25])[CH3:24])[CH:18]=1)([CH3:9])([CH3:7])[CH3:8], predict the reactants needed to synthesize it. The reactants are: C([Li])CCC.[C:6]([O:10][C:11](=[O:40])[N:12]([CH:27]1[CH2:32][CH2:31][N:30]([CH2:33][C:34]2[CH:39]=[CH:38][CH:37]=[CH:36][CH:35]=2)[CH2:29][CH2:28]1)[CH2:13][C:14]1[N:15]=[CH:16][N:17]([CH2:19][O:20][CH2:21][CH2:22][Si:23]([CH3:26])([CH3:25])[CH3:24])[CH:18]=1)([CH3:9])([CH3:8])[CH3:7].CN([CH:44]=[O:45])C.[Cl-].[NH4+]. (2) Given the product [Cl:16][CH2:11][C:9]1[N:10]=[C:5]2[CH:4]=[CH:3][C:2]([I:1])=[CH:7][N:6]2[C:8]=1[CH3:13], predict the reactants needed to synthesize it. The reactants are: [I:1][C:2]1[CH:3]=[CH:4][C:5]2[N:6]([C:8]([CH3:13])=[C:9]([CH2:11]O)[N:10]=2)[CH:7]=1.S(Cl)([Cl:16])=O. (3) Given the product [NH2:1][C:2]1[N:7]=[C:6]([C:8]2[CH:13]=[CH:12][N:11]=[CH:10][CH:9]=2)[C:5]([C:14]2[CH:15]=[CH:16][C:17](=[O:20])[N:18]([CH:21]([CH3:23])[CH3:22])[N:19]=2)=[CH:4][N:3]=1, predict the reactants needed to synthesize it. The reactants are: [NH2:1][C:2]1[N:7]=[C:6]([C:8]2[CH:13]=[CH:12][N:11]=[CH:10][CH:9]=2)[C:5]([C:14]2[CH:15]=[CH:16][C:17](=[O:20])[NH:18][N:19]=2)=[CH:4][N:3]=1.[CH:21](I)([CH3:23])[CH3:22]. (4) Given the product [OH:38][CH2:37][C:35]([N:1]1[CH2:2][CH2:3][CH:4]([CH2:7][NH:8][C:9]([C:11]2[C:15]3[N:16]=[CH:17][N:18]=[C:19]([C:20]4[C:28]5[O:27][CH2:26][O:25][C:24]=5[CH:23]=[CH:22][C:21]=4[O:29][CH2:30][CH:31]4[CH2:32][CH2:33]4)[C:14]=3[NH:13][CH:12]=2)=[O:10])[CH2:5][CH2:6]1)=[O:36], predict the reactants needed to synthesize it. The reactants are: [NH:1]1[CH2:6][CH2:5][CH:4]([CH2:7][NH:8][C:9]([C:11]2[C:15]3[N:16]=[CH:17][N:18]=[C:19]([C:20]4[C:28]5[O:27][CH2:26][O:25][C:24]=5[CH:23]=[CH:22][C:21]=4[O:29][CH2:30][CH:31]4[CH2:33][CH2:32]4)[C:14]=3[NH:13][CH:12]=2)=[O:10])[CH2:3][CH2:2]1.Cl[C:35]([CH2:37][O:38]C(=O)C)=[O:36]. (5) Given the product [C:1]([O:5][C:6]([CH:7]1[CH:26]([C:27]2[CH:32]=[CH:31][CH:30]=[C:29]([F:33])[CH:28]=2)[C:23]([C:20]2[CH:21]=[CH:22][C:17]([Cl:16])=[CH:18][C:19]=2[F:34])([C:24]#[N:25])[CH:9]([CH2:10][C:11]([CH3:14])([CH3:13])[CH3:12])[NH:8]1)=[O:15])([CH3:4])([CH3:3])[CH3:2], predict the reactants needed to synthesize it. The reactants are: [C:1]([O:5][C:6](=[O:15])[CH2:7]/[N:8]=[CH:9]/[CH2:10][C:11]([CH3:14])([CH3:13])[CH3:12])([CH3:4])([CH3:3])[CH3:2].[Cl:16][C:17]1[CH:22]=[CH:21][C:20](/[C:23](=[CH:26]/[C:27]2[CH:32]=[CH:31][CH:30]=[C:29]([F:33])[CH:28]=2)/[C:24]#[N:25])=[C:19]([F:34])[CH:18]=1.C(N(CC)CC)C. (6) Given the product [F:41][C:2]([F:1])([F:40])[C:3]1[CH:8]=[CH:7][C:6]([C:9]2[S:10][C:11]([C@H:25]([OH:28])[CH2:26][CH3:27])=[C:12]([CH2:14][N:15]3[CH2:20][CH2:19][CH:18]([C:21]([F:23])([F:22])[F:24])[CH2:17][CH2:16]3)[N:13]=2)=[CH:5][CH:4]=1, predict the reactants needed to synthesize it. The reactants are: [F:1][C:2]([F:41])([F:40])[C:3]1[CH:8]=[CH:7][C:6]([C:9]2[S:10][C:11]([C@H:25]([O:28]C(=O)[C@H](OC)C3C=CC=CC=3)[CH2:26][CH3:27])=[C:12]([CH2:14][N:15]3[CH2:20][CH2:19][CH:18]([C:21]([F:24])([F:23])[F:22])[CH2:17][CH2:16]3)[N:13]=2)=[CH:5][CH:4]=1.[OH-].[Na+].Cl.